Dataset: hERG potassium channel inhibition data for cardiac toxicity prediction from Karim et al.. Task: Regression/Classification. Given a drug SMILES string, predict its toxicity properties. Task type varies by dataset: regression for continuous values (e.g., LD50, hERG inhibition percentage) or binary classification for toxic/non-toxic outcomes (e.g., AMES mutagenicity, cardiotoxicity, hepatotoxicity). Dataset: herg_karim. The result is 0 (non-blocker). The molecule is CCN(CC)Cc1ccc2cc(COC(=O)Nc3ccc(C(=O)NO)cc3)ccc2c1.